Dataset: Reaction yield outcomes from USPTO patents with 853,638 reactions. Task: Predict the reaction yield, written as a fraction of the theoretical maximum amount of product (1.0 means a 100% yield; for example, 0.34 means a 34% yield). (1) The reactants are [NH:1]([C:3]1[C:8]([C:9]2[CH:14]=[CH:13][CH:12]=[CH:11][CH:10]=2)=[C:7]([C:15]2[CH:20]=[CH:19][CH:18]=[CH:17][CH:16]=2)[N:6]=[C:5]([C:21]([F:24])([F:23])[F:22])[N:4]=1)[NH2:2].[C:25](Cl)(=[O:27])[CH3:26].Cl. The catalyst is N1C=CC=CC=1. The product is [C:9]1([C:8]2[C:3]([NH:1][NH:2][C:25](=[O:27])[CH3:26])=[N:4][C:5]([C:21]([F:24])([F:23])[F:22])=[N:6][C:7]=2[C:15]2[CH:20]=[CH:19][CH:18]=[CH:17][CH:16]=2)[CH:10]=[CH:11][CH:12]=[CH:13][CH:14]=1. The yield is 0.254. (2) The reactants are [C:1]([O:7][C:8]([CH3:11])([CH3:10])[CH3:9])(=[O:6])[CH2:2][C:3]([CH3:5])=O.[Br:12][C:13]1[CH:14]=[C:15]([CH:18]=[CH:19][C:20]=1[F:21])[CH:16]=O.[NH4+:22].[OH-:23]. The catalyst is CCO.C(Cl)Cl. The product is [Br:12][C:13]1[CH:14]=[C:15]([CH:16]2[C:2]([C:1]([O:7][C:8]([CH3:11])([CH3:10])[CH3:9])=[O:6])=[C:3]([CH3:5])[NH:22][C:3]([CH3:5])=[C:2]2[C:1]([O:7][C:8]([CH3:11])([CH3:10])[CH3:9])=[O:23])[CH:18]=[CH:19][C:20]=1[F:21]. The yield is 0.340. (3) The yield is 0.650. The catalyst is COCCOC. The reactants are [CH3:1][O:2][C:3]1[C:12](B(O)O)=[CH:11][C:10]2[C:5](=[CH:6][CH:7]=[CH:8][CH:9]=2)[N:4]=1.[Br:16][C:17]1[CH:18]=[CH:19][C:20]([F:24])=[C:21](I)[CH:22]=1.C(=O)([O-])[O-].[Na+].[Na+]. The product is [CH3:1][O:2][C:3]1[C:12]([C:19]2[CH:18]=[C:17]([Br:16])[CH:22]=[CH:21][C:20]=2[F:24])=[CH:11][C:10]2[C:5](=[CH:6][CH:7]=[CH:8][CH:9]=2)[N:4]=1. (4) The reactants are [CH3:1][O:2][C:3]1[N:8]=[CH:7][C:6]([CH2:9][S:10]([CH2:13][C:14]([O-:16])=[O:15])(=[O:12])=[O:11])=[CH:5][C:4]=1[N+:17]([O-:19])=[O:18].C(=O)([O-])[O-].[Na+].[Na+]. The catalyst is O.CO. The product is [CH3:1][O:2][C:3]1[N:8]=[CH:7][C:6]([CH2:9][S:10]([CH2:13][C:14]([OH:16])=[O:15])(=[O:12])=[O:11])=[CH:5][C:4]=1[N+:17]([O-:19])=[O:18]. The yield is 0.987.